This data is from Catalyst prediction with 721,799 reactions and 888 catalyst types from USPTO. The task is: Predict which catalyst facilitates the given reaction. (1) Reactant: [CH3:1][N:2]1[CH:6]=[C:5]([N+:7]([O-:9])=[O:8])[C:4]([C:10]([OH:12])=O)=[N:3]1.C1N=[CH:16][N:15](C(N2C=NC=C2)=O)[CH:14]=1.CNC. Product: [CH3:14][N:15]([CH3:16])[C:10]([C:4]1[C:5]([N+:7]([O-:9])=[O:8])=[CH:6][N:2]([CH3:1])[N:3]=1)=[O:12]. The catalyst class is: 1. (2) Reactant: C(OC([N:8]1[C:16]2[C:11](=[CH:12][CH:13]=[C:14]([Cl:17])[CH:15]=2)/[C:10](=[CH:18]/[C:19]2[CH:24]=[C:23]([Cl:25])[CH:22]=[CH:21][C:20]=2[O:26][C:27]([C:30]([O:32][CH3:33])=[O:31])([CH3:29])[CH3:28])/[C:9]1=[O:34])=O)(C)(C)C.[F:35][C:36]1[C:41]([F:42])=[CH:40][C:39]([CH:43]=[N:44][C:45]([O:47][Si](C)(C)C)=[CH2:46])=[C:38]([CH3:52])[CH:37]=1. Product: [Cl:17][C:14]1[CH:15]=[C:16]2[NH:8][C:9](=[O:34])[C:10]3([CH:18]([C:19]4[CH:24]=[C:23]([Cl:25])[CH:22]=[CH:21][C:20]=4[O:26][C:27]([C:30]([O:32][CH3:33])=[O:31])([CH3:29])[CH3:28])[CH2:46][C:45](=[O:47])[NH:44][CH:43]3[C:39]3[CH:40]=[C:41]([F:42])[C:36]([F:35])=[CH:37][C:38]=3[CH3:52])[C:11]2=[CH:12][CH:13]=1. The catalyst class is: 11. (3) Product: [NH2:8][C:7]1[CH:6]=[CH:5][C:4]([CH2:11][C:12]([O:14][CH2:15][CH3:16])=[O:13])=[CH:3][C:2]=1[CH3:1]. Reactant: [CH3:1][C:2]1[CH:3]=[C:4]([CH:11](C(OCC2C=CC=CC=2)=O)[C:12]([O:14][CH2:15][CH3:16])=[O:13])[CH:5]=[CH:6][C:7]=1[N+:8]([O-])=O.[H][H]. The catalyst class is: 29. (4) Reactant: [CH3:1][N:2]1[CH:6]=[CH:5][N:4]=[C:3]1/[CH:7]=[CH:8]/[C:9]([O:11]C)=[O:10]. Product: [CH3:1][N:2]1[CH:6]=[CH:5][N:4]=[C:3]1[CH2:7][CH2:8][C:9]([OH:11])=[O:10]. The catalyst class is: 129. (5) Reactant: [Cl:1][C:2]1[CH:10]=[CH:9][C:8]([Br:11])=[CH:7][C:3]=1[C:4](O)=[O:5].C(Cl)(=O)C([Cl:15])=O.Cl.C(=O)=O. Product: [Cl:1][C:2]1[CH:10]=[CH:9][C:8]([Br:11])=[CH:7][C:3]=1[C:4]([Cl:15])=[O:5]. The catalyst class is: 59. (6) Reactant: [Cl-].[OH:2][CH2:3][CH2:4][N+:5]([CH2:8][O:9][CH:10]1[CH2:21][CH2:20][CH2:19][CH2:18][CH2:17][CH2:16][CH2:15][CH2:14][CH2:13][CH2:12][CH2:11]1)([CH3:7])[CH3:6].[C:22]([O-:30])(=[O:29])[C:23]1[CH:28]=[CH:27][CH:26]=[CH:25][CH:24]=1.[Na+]. Product: [C:22]([O-:30])(=[O:29])[C:23]1[CH:28]=[CH:27][CH:26]=[CH:25][CH:24]=1.[OH:2][CH2:3][CH2:4][N+:5]([CH2:8][O:9][CH:10]1[CH2:21][CH2:20][CH2:19][CH2:18][CH2:17][CH2:16][CH2:15][CH2:14][CH2:13][CH2:12][CH2:11]1)([CH3:7])[CH3:6]. The catalyst class is: 21. (7) Reactant: [ClH:1].[CH2:2]1[O:10][C:9]2[CH:8]=[CH:7][C:6]([CH2:11][C@H:12]([NH:16][CH2:17][CH2:18][CH3:19])[CH2:13][CH2:14][CH3:15])=[CH:5][C:4]=2[O:3]1. Product: [ClH:1].[CH2:2]1[O:10][C:9]2[CH:8]=[CH:7][C:6]([CH2:11][C@H:12]([NH:16][CH2:17][CH2:18][CH3:19])[CH2:13][CH2:14][CH3:15])=[CH:5][C:4]=2[O:3]1. The catalyst class is: 27.